Dataset: Full USPTO retrosynthesis dataset with 1.9M reactions from patents (1976-2016). Task: Predict the reactants needed to synthesize the given product. (1) Given the product [CH3:28][O:29][C:30]1[CH:31]=[CH:32][C:33]([C:36]2[CH:41]=[CH:40][N:39]=[C:38]3[NH:42][C:43]([C:45]4[CH:53]=[CH:52][C:48]([C:49]([N:58]5[CH2:59][CH2:60][CH2:61][N:55]([CH3:54])[CH2:56][CH2:57]5)=[O:50])=[CH:47][CH:46]=4)=[N:44][C:37]=23)=[CH:34][CH:35]=1, predict the reactants needed to synthesize it. The reactants are: C(N(CC)CC)C.[B-](F)(F)(F)F.CN(C(ON1C(=O)CCC1=O)=[N+](C)C)C.[CH3:28][O:29][C:30]1[CH:35]=[CH:34][C:33]([C:36]2[CH:41]=[CH:40][N:39]=[C:38]3[NH:42][C:43]([C:45]4[CH:53]=[CH:52][C:48]([C:49](O)=[O:50])=[CH:47][CH:46]=4)=[N:44][C:37]=23)=[CH:32][CH:31]=1.[CH3:54][N:55]1[CH2:61][CH2:60][CH2:59][NH:58][CH2:57][CH2:56]1. (2) Given the product [CH3:1][C:2]1[CH:3]=[C:4]2[C:8](=[C:9]([NH:11][CH2:12][CH:13]3[CH2:14][CH2:15][O:16][CH2:17][CH2:18]3)[CH:10]=1)[NH:7][C:6]([C:19]1[S:20][CH2:21][C@H:22]([CH2:24][CH2:25][N:27]3[CH2:32][CH2:31][O:30][CH2:29][CH2:28]3)[N:23]=1)=[CH:5]2, predict the reactants needed to synthesize it. The reactants are: [CH3:1][C:2]1[CH:3]=[C:4]2[C:8](=[C:9]([NH:11][CH2:12][CH:13]3[CH2:18][CH2:17][O:16][CH2:15][CH2:14]3)[CH:10]=1)[NH:7][C:6]([C:19]1[S:20][CH2:21][C@@H:22]([CH2:24][CH2:25]O)[N:23]=1)=[CH:5]2.[NH:27]1[CH2:32][CH2:31][O:30][CH2:29][CH2:28]1. (3) Given the product [C:12]([C:11]1[CH:14]=[CH:15][C:8]([O:7][C:6]2[CH:16]=[CH:17][C:3]([C:1]([OH:20])=[O:2])=[CH:4][CH:5]=2)=[N:9][CH:10]=1)#[N:13], predict the reactants needed to synthesize it. The reactants are: [CH:1]([C:3]1[CH:17]=[CH:16][C:6]([O:7][C:8]2[CH:15]=[CH:14][C:11]([C:12]#[N:13])=[CH:10][N:9]=2)=[CH:5][CH:4]=1)=[O:2].S(=O)(=O)([OH:20])N.Cl([O-])=O.[Na+]. (4) Given the product [C:11]([O:15][C:16]([N:18]([CH2:26][CH2:27][CH:28]=[CH2:5])[CH2:19][CH2:20][C:21]([O:23][CH2:24][CH3:25])=[O:22])=[O:17])([CH3:12])([CH3:13])[CH3:14], predict the reactants needed to synthesize it. The reactants are: CS(C)=O.[C:5](Cl)(=O)C(Cl)=O.[C:11]([O:15][C:16]([N:18]([CH2:26][CH2:27][CH2:28]O)[CH2:19][CH2:20][C:21]([O:23][CH2:24][CH3:25])=[O:22])=[O:17])([CH3:14])([CH3:13])[CH3:12].C(N(CC)CC)C. (5) Given the product [CH3:2][C:3]1([CH3:30])[O:4][CH2:5][CH:6]([CH2:9][O:10][C:11]2[C:16]([CH3:17])=[CH:15][N:14]=[C:13]([CH2:18][S:19]([C:20]3[NH:21][C:22]4[CH:28]=[CH:27][CH:26]=[CH:25][C:23]=4[N:24]=3)=[O:52])[C:12]=2[CH3:29])[CH2:7][O:8]1, predict the reactants needed to synthesize it. The reactants are: O.[CH3:2][C:3]1([CH3:30])[O:8][CH2:7][CH:6]([CH2:9][O:10][C:11]2[C:16]([CH3:17])=[CH:15][N:14]=[C:13]([CH2:18][S:19][C:20]3[NH:24][C:23]4[CH:25]=[CH:26][CH:27]=[CH:28][C:22]=4[N:21]=3)[C:12]=2[CH3:29])[CH2:5][O:4]1.C(N(CC)C(C)C)(C)C.[O-]O.C1(C(C)C)C=CC=CC=1.C(=O)([O-])[OH:52].[Na+]. (6) Given the product [C:3]([C:7]1[S:6][N:15]=[C:13]([CH3:14])[C:12]=1[C:11]([O:10][CH3:9])=[O:16])#[N:4], predict the reactants needed to synthesize it. The reactants are: [Cl-].Cl[C:3]1[NH:4]S[SH+:6][C:7]=1Cl.[CH3:9][O:10][C:11](=[O:16])/[CH:12]=[C:13](\[NH2:15])/[CH3:14].N1C=CC=CC=1. (7) Given the product [F:1][C@:2]([C:12]1[CH:17]=[CH:16][C:15]([C:25]2[CH:30]=[CH:29][C:28]([S:31]([NH2:34])(=[O:33])=[O:32])=[CH:27][CH:26]=2)=[CH:14][CH:13]=1)([CH3:11])[CH2:3][NH:4][S:5]([CH:8]([CH3:10])[CH3:9])(=[O:7])=[O:6], predict the reactants needed to synthesize it. The reactants are: [F:1][C:2]([C:12]1[CH:17]=[CH:16][C:15](I)=[CH:14][CH:13]=1)([CH3:11])[CH2:3][NH:4][S:5]([CH:8]([CH3:10])[CH3:9])(=[O:7])=[O:6].C([O-])(=O)C.[K+].Br[C:25]1[CH:30]=[CH:29][C:28]([S:31]([NH2:34])(=[O:33])=[O:32])=[CH:27][CH:26]=1.C(=O)([O-])[O-].[Na+].[Na+].O.